This data is from Reaction yield outcomes from USPTO patents with 853,638 reactions. The task is: Predict the reaction yield, written as a fraction of the theoretical maximum amount of product (1.0 means a 100% yield; for example, 0.34 means a 34% yield). (1) The reactants are [F:1][C:2]1[CH:7]=[CH:6][CH:5]=[C:4]([O:8][C:9]2[CH:14]=[CH:13][C:12]([C:15]([F:19])=[C:16]([F:18])[F:17])=[CH:11][C:10]=2[O:20]C)[N:3]=1.B(Br)(Br)Br. No catalyst specified. The product is [F:1][C:2]1[N:3]=[C:4]([O:8][C:9]2[CH:14]=[CH:13][C:12]([C:15]([F:19])=[C:16]([F:17])[F:18])=[CH:11][C:10]=2[OH:20])[CH:5]=[CH:6][CH:7]=1. The yield is 0.640. (2) The reactants are CN1CCN(C2C=C[C:11]3[C:12](C=2)=[CH:13][CH:14]=[C:15]2[C:20]=3[O:19][C:18]([C:21]([NH:23][C:24]3[CH:29]=[CH:28][C:27]([N:30]4[CH2:35][CH2:34][O:33][CH2:32][CH2:31]4)=[CH:26][CH:25]=3)=[O:22])=[CH:17][C:16]2=[O:36])CC1.C1C=CC2N(O)N=NC=2C=1.CN([C:51]([O:55]N1N=NC2C=CC=CC1=2)=[N+](C)C)C.[B-](F)(F)(F)F.[CH2:70]([N:72]([CH2:75]C)[CH2:73][CH3:74])[CH3:71].COC1C=C([N:85]2CCOCC2)C=CC=1N. The catalyst is CN(C)C1C=CN=CC=1.CN(C)C=O.C(OCC)(=O)C. The product is [CH3:51][O:55][C:29]1[CH:28]=[C:27]([N:30]2[CH2:31][CH2:32][O:33][CH2:34][CH2:35]2)[CH:26]=[CH:25][C:24]=1[NH:23][C:21]([C:18]1[O:19][C:20]2[C:15]([C:16](=[O:36])[CH:17]=1)=[CH:14][CH:13]=[CH:12][C:11]=2[N:85]1[CH2:74][CH2:73][N:72]([CH3:75])[CH2:70][CH2:71]1)=[O:22]. The yield is 0.540. (3) The reactants are [S:1]1[CH2:5][CH2:4][NH:3][CH:2]1[CH2:6][C:7]([O:9][CH2:10][CH3:11])=[O:8].[C:12]1([S:18](Cl)(=[O:20])=[O:19])[CH:17]=[CH:16][CH:15]=[CH:14][CH:13]=1. The catalyst is N1C=CC=CC=1. The product is [C:12]1([S:18]([N:3]2[CH2:4][CH2:5][S:1][CH:2]2[CH2:6][C:7]([O:9][CH2:10][CH3:11])=[O:8])(=[O:20])=[O:19])[CH:17]=[CH:16][CH:15]=[CH:14][CH:13]=1. The yield is 0.533.